From a dataset of Forward reaction prediction with 1.9M reactions from USPTO patents (1976-2016). Predict the product of the given reaction. (1) Given the reactants FC(F)(F)C(O)=O.C([O:12][C:13](=[O:32])[CH:14]([CH3:31])[C:15](=[O:30])[CH2:16][CH2:17][C:18]1[CH:23]=[CH:22][C:21]([C:24]2[CH:29]=[CH:28][CH:27]=[CH:26][CH:25]=2)=[CH:20][CH:19]=1)(C)(C)C, predict the reaction product. The product is: [C:21]1([C:24]2[CH:25]=[CH:26][CH:27]=[CH:28][CH:29]=2)[CH:20]=[CH:19][C:18]([CH2:17][CH2:16][CH:15]([OH:30])[CH:14]([CH3:31])[C:13]([OH:32])=[O:12])=[CH:23][CH:22]=1. (2) The product is: [OH2:6].[NH2:24][C:22]1[S:23][CH:2]=[C:3]([C:4](=[N:8][O:9][CH2:10][C:11]([O:13][CH3:14])=[O:12])[C:5]([OH:7])=[O:6])[N:21]=1. Given the reactants Cl[CH2:2][C:3](=O)[C:4](=[N:8][O:9][CH2:10][C:11]([O:13][CH3:14])=[O:12])[C:5]([OH:7])=[O:6].C(=O)([O-])O.[Na+].[NH2:21][C:22]([NH2:24])=[S:23].N.Cl, predict the reaction product.